Dataset: Forward reaction prediction with 1.9M reactions from USPTO patents (1976-2016). Task: Predict the product of the given reaction. (1) Given the reactants [CH2:1]([C:7]1[CH:8]=[C:9]([C:13]2[N:17]([CH3:18])[C:16]([C:19]([N:21]3[CH2:26][CH2:25][CH:24]([N:27]4[CH2:31][CH2:30][CH2:29][C@@H:28]4[CH2:32][OH:33])[CH2:23][CH2:22]3)=[O:20])=[C:15](I)[N:14]=2)[CH:10]=[CH:11][CH:12]=1)[CH2:2][CH2:3][CH2:4][CH2:5][CH3:6].[N:35]1[CH:40]=[CH:39][CH:38]=[C:37](B(O)O)[CH:36]=1, predict the reaction product. The product is: [CH2:1]([C:7]1[CH:8]=[C:9]([C:13]2[N:17]([CH3:18])[C:16]([C:19]([N:21]3[CH2:26][CH2:25][CH:24]([N:27]4[CH2:31][CH2:30][CH2:29][C@@H:28]4[CH2:32][OH:33])[CH2:23][CH2:22]3)=[O:20])=[C:15]([C:37]3[CH:36]=[N:35][CH:40]=[CH:39][CH:38]=3)[N:14]=2)[CH:10]=[CH:11][CH:12]=1)[CH2:2][CH2:3][CH2:4][CH2:5][CH3:6]. (2) Given the reactants F[C:2]1[C:22]([F:23])=[CH:21][C:5]2[C:6]3[C:7](=[O:20])[C:8]([C:15]([O:17][CH2:18][CH3:19])=[O:16])=[CH:9][N:10]([CH3:14])[C:11]=3[CH:12]=[N:13][C:4]=2[CH:3]=1.[CH3:24][C:25]1([CH3:31])[CH2:30][CH2:29][CH2:28][NH:27][CH2:26]1.O, predict the reaction product. The product is: [CH3:24][C:25]1([CH3:31])[CH2:30][CH2:29][CH2:28][N:27]([C:2]2[C:22]([F:23])=[CH:21][C:5]3[C:6]4[C:7](=[O:20])[C:8]([C:15]([O:17][CH2:18][CH3:19])=[O:16])=[CH:9][N:10]([CH3:14])[C:11]=4[CH:12]=[N:13][C:4]=3[CH:3]=2)[CH2:26]1. (3) Given the reactants [F:1][C:2]([F:11])([F:10])[C:3]1[CH:4]=[C:5]([NH2:9])[CH:6]=[CH:7][CH:8]=1.Cl[CH2:13][C:14]([O:16][C:17]([CH3:20])([CH3:19])[CH3:18])=[O:15].C([O-])([O-])=O.[K+].[K+], predict the reaction product. The product is: [F:1][C:2]([F:10])([F:11])[C:3]1[CH:4]=[C:5]([CH:6]=[CH:7][CH:8]=1)[NH:9][CH2:13][C:14]([O:16][C:17]([CH3:20])([CH3:19])[CH3:18])=[O:15]. (4) The product is: [Cl:1][C:2]1[CH:3]=[CH:4][C:5]([NH:8][C:9](=[O:24])[NH:10][CH2:11][CH:12]([C:18]2[CH:19]=[CH:20][CH:21]=[CH:22][CH:23]=2)[C:13]([OH:15])=[O:14])=[CH:6][CH:7]=1. Given the reactants [Cl:1][C:2]1[CH:7]=[CH:6][C:5]([NH:8][C:9](=[O:24])[NH:10][CH2:11][CH:12]([C:18]2[CH:23]=[CH:22][CH:21]=[CH:20][CH:19]=2)[C:13]([O:15]CC)=[O:14])=[CH:4][CH:3]=1.[OH-].[Na+].C1COCC1, predict the reaction product. (5) The product is: [Cl:1][C:2]1[CH:7]=[CH:6][C:5]([NH:8][C:9]2[S:10][CH:11]=[CH:12][N:13]=2)=[CH:4][C:3]=1[O:14][CH2:26][C:22]1[O:21][CH:25]=[CH:24][CH:23]=1. Given the reactants [Cl:1][C:2]1[CH:7]=[CH:6][C:5]([NH:8][C:9]2[S:10][CH:11]=[CH:12][N:13]=2)=[CH:4][C:3]=1[OH:14].C([O-])([O-])=O.[Cs+].[Cs+].[O:21]1[CH:25]=[CH:24][CH:23]=[C:22]1[CH2:26]Br.CCOCC, predict the reaction product. (6) Given the reactants C[O:2][C:3](=[O:30])[C:4]([NH:7][C:8]1[CH:13]=[CH:12][CH:11]=[C:10]([CH:14]2[C:23]([CH3:25])([CH3:24])[CH2:22][C:21]3[C:16](=[CH:17][CH:18]=[C:19]([C:26]([F:29])([F:28])[F:27])[CH:20]=3)[NH:15]2)[CH:9]=1)([CH3:6])[CH3:5].Cl, predict the reaction product. The product is: [CH3:24][C:23]1([CH3:25])[CH2:22][C:21]2[C:16](=[CH:17][CH:18]=[C:19]([C:26]([F:28])([F:27])[F:29])[CH:20]=2)[NH:15][CH:14]1[C:10]1[CH:9]=[C:8]([NH:7][C:4]([CH3:6])([CH3:5])[C:3]([OH:30])=[O:2])[CH:13]=[CH:12][CH:11]=1. (7) Given the reactants C([Si](C)(C)[O:6][C:7]1[C:12]([CH3:13])=[CH:11][C:10]([C:14]2([C:24]3[CH:29]=[C:28]([CH3:30])[C:27]([O:31][Si](C(C)(C)C)(C)C)=[C:26]([CH3:39])[CH:25]=3)[C:22]3[C:17](=[CH:18][CH:19]=[CH:20][CH:21]=3)[NH:16][C:15]2=[O:23])=[CH:9][C:8]=1[CH3:40])(C)(C)C.[CH3:43][O:44][C:45]1[CH:46]=[C:47](B(O)O)[CH:48]=[CH:49][C:50]=1[O:51][CH3:52].C(N(CC)CC)C.[F-].C([N+](CCCC)(CCCC)CCCC)CCC.[Cl-].[NH4+], predict the reaction product. The product is: [CH3:43][O:44][C:45]1[CH:46]=[C:47]([N:16]2[C:17]3[C:22](=[CH:21][CH:20]=[CH:19][CH:18]=3)[C:14]([C:24]3[CH:25]=[C:26]([CH3:39])[C:27]([OH:31])=[C:28]([CH3:30])[CH:29]=3)([C:10]3[CH:11]=[C:12]([CH3:13])[C:7]([OH:6])=[C:8]([CH3:40])[CH:9]=3)[C:15]2=[O:23])[CH:48]=[CH:49][C:50]=1[O:51][CH3:52].